Predict the reaction yield, written as a fraction of the theoretical maximum amount of product (1.0 means a 100% yield; for example, 0.34 means a 34% yield). From a dataset of Reaction yield outcomes from USPTO patents with 853,638 reactions. (1) The reactants are [Cl:1][C:2]1[CH:7]=[CH:6][C:5]([O:8][C:9]2[CH:14]=[CH:13][C:12]([CH2:15][CH2:16][C:17]3[NH:18][CH:19]=[C:20]([CH2:24][C:25]4[CH:26]=[N:27][CH:28]=[N:29][CH:30]=4)[C:21](=[O:23])[N:22]=3)=[CH:11][CH:10]=2)=[CH:4][C:3]=1[C:31]([F:34])([F:33])[F:32].[CH3:35]CN(C(C)C)C(C)C.CI. The catalyst is ClC(Cl)C. The product is [Cl:1][C:2]1[CH:7]=[CH:6][C:5]([O:8][C:9]2[CH:14]=[CH:13][C:12]([CH2:15][CH2:16][C:17]3[N:18]([CH3:35])[CH:19]=[C:20]([CH2:24][C:25]4[CH:30]=[N:29][CH:28]=[N:27][CH:26]=4)[C:21](=[O:23])[N:22]=3)=[CH:11][CH:10]=2)=[CH:4][C:3]=1[C:31]([F:34])([F:32])[F:33]. The yield is 0.0780. (2) The reactants are [NH:1]1[CH2:6][CH2:5][O:4][CH2:3][C@H:2]1[CH2:7][OH:8].[Cl:9][CH2:10][CH:11]1[CH2:13]O1. No catalyst specified. The product is [Cl:9][CH2:10][CH:11]1[O:8][CH2:7][CH:2]2[CH2:3][O:4][CH2:5][CH2:6][N:1]2[CH2:13]1. The yield is 0.350.